This data is from Reaction yield outcomes from USPTO patents with 853,638 reactions. The task is: Predict the reaction yield, written as a fraction of the theoretical maximum amount of product (1.0 means a 100% yield; for example, 0.34 means a 34% yield). (1) The reactants are [CH3:1][O:2][C:3]1[CH:4]=[C:5]2[C:10](=[CH:11][C:12]=1[O:13][CH2:14][CH2:15][N:16]([CH3:24])[C:17]1[CH:22]=[C:21]([CH3:23])[N:20]=[CH:19][N:18]=1)[N:9]=[CH:8][N:7](COC(=O)C(C)(C)C)[C:6]2=[O:33]. The catalyst is N. The product is [CH3:1][O:2][C:3]1[CH:4]=[C:5]2[C:10](=[CH:11][C:12]=1[O:13][CH2:14][CH2:15][N:16]([CH3:24])[C:17]1[CH:22]=[C:21]([CH3:23])[N:20]=[CH:19][N:18]=1)[N:9]=[CH:8][NH:7][C:6]2=[O:33]. The yield is 0.920. (2) The reactants are N#N.O[CH:4]([C:7]1[S:11][CH:10]=[C:9]([C:12]([O:14][CH3:15])=[O:13])[C:8]=1[CH3:16])[CH2:5][CH3:6].S(Cl)(Cl)=O.[CH3:21][N:22]([CH3:29])[CH:23]1[CH2:28][CH2:27][NH:26][CH2:25][CH2:24]1.Cl. The catalyst is C(Cl)Cl.CC#N.COC1CC1. The product is [CH3:21][N:22]([CH3:29])[CH:23]1[CH2:28][CH2:27][N:26]([CH:4]([C:7]2[S:11][CH:10]=[C:9]([C:12]([O:14][CH3:15])=[O:13])[C:8]=2[CH3:16])[CH2:5][CH3:6])[CH2:25][CH2:24]1. The yield is 0.617.